This data is from NCI-60 drug combinations with 297,098 pairs across 59 cell lines. The task is: Regression. Given two drug SMILES strings and cell line genomic features, predict the synergy score measuring deviation from expected non-interaction effect. (1) Drug 1: CC1C(C(CC(O1)OC2CC(OC(C2O)C)OC3=CC4=CC5=C(C(=O)C(C(C5)C(C(=O)C(C(C)O)O)OC)OC6CC(C(C(O6)C)O)OC7CC(C(C(O7)C)O)OC8CC(C(C(O8)C)O)(C)O)C(=C4C(=C3C)O)O)O)O. Drug 2: CC1C(C(CC(O1)OC2CC(CC3=C2C(=C4C(=C3O)C(=O)C5=C(C4=O)C(=CC=C5)OC)O)(C(=O)CO)O)N)O.Cl. Cell line: HL-60(TB). Synergy scores: CSS=40.6, Synergy_ZIP=-0.731, Synergy_Bliss=-1.74, Synergy_Loewe=-9.83, Synergy_HSA=-2.97. (2) Drug 1: C1=NC2=C(N=C(N=C2N1C3C(C(C(O3)CO)O)F)Cl)N. Drug 2: CC12CCC3C(C1CCC2O)C(CC4=C3C=CC(=C4)O)CCCCCCCCCS(=O)CCCC(C(F)(F)F)(F)F. Cell line: RXF 393. Synergy scores: CSS=1.48, Synergy_ZIP=-0.374, Synergy_Bliss=0.0435, Synergy_Loewe=-0.337, Synergy_HSA=-0.236. (3) Drug 1: CC(C1=C(C=CC(=C1Cl)F)Cl)OC2=C(N=CC(=C2)C3=CN(N=C3)C4CCNCC4)N. Drug 2: N.N.Cl[Pt+2]Cl. Cell line: CCRF-CEM. Synergy scores: CSS=27.6, Synergy_ZIP=-2.32, Synergy_Bliss=1.28, Synergy_Loewe=0.0963, Synergy_HSA=0.215. (4) Drug 2: CC1CCC2CC(C(=CC=CC=CC(CC(C(=O)C(C(C(=CC(C(=O)CC(OC(=O)C3CCCCN3C(=O)C(=O)C1(O2)O)C(C)CC4CCC(C(C4)OC)O)C)C)O)OC)C)C)C)OC. Drug 1: C1=CC(=CC=C1CC(C(=O)O)N)N(CCCl)CCCl.Cl. Synergy scores: CSS=8.96, Synergy_ZIP=-8.38, Synergy_Bliss=-3.47, Synergy_Loewe=-3.06, Synergy_HSA=-2.66. Cell line: T-47D. (5) Drug 1: C1=CC(=CC=C1CCCC(=O)O)N(CCCl)CCCl. Drug 2: CC=C1C(=O)NC(C(=O)OC2CC(=O)NC(C(=O)NC(CSSCCC=C2)C(=O)N1)C(C)C)C(C)C. Cell line: UACC-257. Synergy scores: CSS=66.9, Synergy_ZIP=1.80, Synergy_Bliss=0.376, Synergy_Loewe=-29.5, Synergy_HSA=2.91. (6) Drug 1: CC(CN1CC(=O)NC(=O)C1)N2CC(=O)NC(=O)C2. Drug 2: C1C(C(OC1N2C=NC3=C2NC=NCC3O)CO)O. Cell line: MALME-3M. Synergy scores: CSS=11.3, Synergy_ZIP=-3.58, Synergy_Bliss=0.691, Synergy_Loewe=-0.295, Synergy_HSA=0.179. (7) Drug 1: CC1=CC=C(C=C1)C2=CC(=NN2C3=CC=C(C=C3)S(=O)(=O)N)C(F)(F)F. Drug 2: CN(C(=O)NC(C=O)C(C(C(CO)O)O)O)N=O. Cell line: NCI/ADR-RES. Synergy scores: CSS=-6.49, Synergy_ZIP=10.1, Synergy_Bliss=11.9, Synergy_Loewe=0.279, Synergy_HSA=-0.0456. (8) Drug 1: C1CN1C2=NC(=NC(=N2)N3CC3)N4CC4. Drug 2: C1CNP(=O)(OC1)N(CCCl)CCCl. Cell line: UACC-257. Synergy scores: CSS=10.5, Synergy_ZIP=-4.86, Synergy_Bliss=-3.33, Synergy_Loewe=-27.7, Synergy_HSA=-3.28. (9) Drug 1: C(CN)CNCCSP(=O)(O)O. Drug 2: COCCOC1=C(C=C2C(=C1)C(=NC=N2)NC3=CC=CC(=C3)C#C)OCCOC.Cl. Cell line: SF-539. Synergy scores: CSS=-19.8, Synergy_ZIP=9.09, Synergy_Bliss=-4.55, Synergy_Loewe=-19.6, Synergy_HSA=-21.2. (10) Drug 1: CCCS(=O)(=O)NC1=C(C(=C(C=C1)F)C(=O)C2=CNC3=C2C=C(C=N3)C4=CC=C(C=C4)Cl)F. Drug 2: C1=C(C(=O)NC(=O)N1)N(CCCl)CCCl. Cell line: NCI-H522. Synergy scores: CSS=29.3, Synergy_ZIP=-1.60, Synergy_Bliss=3.96, Synergy_Loewe=1.07, Synergy_HSA=3.89.